This data is from Forward reaction prediction with 1.9M reactions from USPTO patents (1976-2016). The task is: Predict the product of the given reaction. Given the reactants [Br:1][C:2]1[CH:3]=[C:4]([CH2:9]CCN(C)C)[C:5]([NH2:8])=[N:6][CH:7]=1.[C:15]([N:22]1[CH:26]=[CH:25][N:24]=[CH:23]1)(N1C=CN=C1)=[O:16].O1CCOC[CH2:28]1, predict the reaction product. The product is: [Br:1][C:2]1[CH:7]=[N:6][C:5]2[NH:8][C:15](=[O:16])[N:22]([CH2:26][CH2:25][N:24]([CH3:23])[CH3:28])[CH2:9][C:4]=2[CH:3]=1.